Dataset: Catalyst prediction with 721,799 reactions and 888 catalyst types from USPTO. Task: Predict which catalyst facilitates the given reaction. (1) Reactant: [NH2:1][C@@:2]1([C:12]([OH:14])=[O:13])[C@@H:7]([F:8])[CH2:6][C@@H:5]2[C@H:3]1[C@H:4]2[C:9]([OH:11])=[O:10].C(=O)(O)[O-].[Na+].Cl[C:21]([O:23][CH2:24][CH:25]=[CH2:26])=[O:22].Cl. Product: [CH2:24]([O:23][C:21]([NH:1][C@@:2]1([C:12]([OH:14])=[O:13])[C@@H:7]([F:8])[CH2:6][C@@H:5]2[C@H:3]1[C@H:4]2[C:9]([OH:11])=[O:10])=[O:22])[CH:25]=[CH2:26]. The catalyst class is: 12. (2) Reactant: [CH:1]1([C:7]([OH:9])=O)[CH2:6][CH2:5][CH2:4][CH2:3][CH2:2]1.C1N=C[N:12](C(N2C=NC=C2)=O)C=1.[OH-].[NH4+]. The catalyst class is: 25. Product: [CH:1]1([C:7]([NH2:12])=[O:9])[CH2:6][CH2:5][CH2:4][CH2:3][CH2:2]1. (3) Reactant: [H-].[Na+].C(OP([CH2:11][C:12]([O:14][CH2:15][CH3:16])=[O:13])(OCC)=O)C.[CH3:17][C:18]1([CH3:25])[CH2:23][CH2:22][C:21](=O)[CH:20]=[CH:19]1.O. Product: [CH3:17][C:18]1([CH3:25])[CH2:23][CH2:22][C:21](=[CH:11][C:12]([O:14][CH2:15][CH3:16])=[O:13])[CH:20]=[CH:19]1. The catalyst class is: 7.